Dataset: Reaction yield outcomes from USPTO patents with 853,638 reactions. Task: Predict the reaction yield, written as a fraction of the theoretical maximum amount of product (1.0 means a 100% yield; for example, 0.34 means a 34% yield). (1) The catalyst is C1(C)C=CC=CC=1. The reactants are C([N:8]1[CH2:12][C@H:11]2[C:13]3[CH:14]=[C:15]([Cl:21])[CH:16]=[CH:17][C:18]=3[CH2:19][O:20][C@H:10]2[CH2:9]1)C1C=CC=CC=1.ClC(OC(Cl)C)=O.CO.C([O-])(O)=O.[Na+]. The yield is 0.440. The product is [Cl:21][C:15]1[CH:16]=[CH:17][C:18]2[CH2:19][O:20][C@@H:10]3[C@H:11]([C:13]=2[CH:14]=1)[CH2:12][NH:8][CH2:9]3. (2) The reactants are [H-].[Na+].[F:3][C:4]1[C:28]([OH:29])=[CH:27][CH:26]=[C:25]([F:30])[C:5]=1[CH2:6][O:7][C:8]([N:10]1[CH2:15][CH2:14][N:13](C(OC(C)(C)C)=O)[CH2:12][C@H:11]1[CH2:23][CH3:24])=[O:9].[CH3:31]I.[ClH:33]. The catalyst is CN(C=O)C. The product is [ClH:33].[F:3][C:4]1[C:28]([O:29][CH3:31])=[CH:27][CH:26]=[C:25]([F:30])[C:5]=1[CH2:6][O:7][C:8]([N:10]1[CH2:15][CH2:14][NH:13][CH2:12][C@H:11]1[CH2:23][CH3:24])=[O:9]. The yield is 0.750. (3) The reactants are [OH:1][CH:2]([C:4]1[CH:9]=[CH:8][C:7]([CH3:10])=[C:6]([F:11])[CH:5]=1)[CH3:3].C1C=C[NH+]=CC=1.[O-][Cr](Cl)(=O)=O. The catalyst is C(Cl)Cl. The product is [F:11][C:6]1[CH:5]=[C:4]([C:2](=[O:1])[CH3:3])[CH:9]=[CH:8][C:7]=1[CH3:10]. The yield is 0.860.